Dataset: Aqueous solubility values for 9,982 compounds from the AqSolDB database. Task: Regression/Classification. Given a drug SMILES string, predict its absorption, distribution, metabolism, or excretion properties. Task type varies by dataset: regression for continuous measurements (e.g., permeability, clearance, half-life) or binary classification for categorical outcomes (e.g., BBB penetration, CYP inhibition). For this dataset (solubility_aqsoldb), we predict Y. The molecule is CCCCC(CC)C(=O)OOC(C)(C)CC(C)(C)C. The Y is -5.95 log mol/L.